The task is: Predict the reactants needed to synthesize the given product.. This data is from Retrosynthesis with 50K atom-mapped reactions and 10 reaction types from USPTO. (1) Given the product Cn1c(C(F)(F)F)cc(=O)n(-n2ccc3c(Cl)cccc32)c1=O, predict the reactants needed to synthesize it. The reactants are: CI.O=c1cc(C(F)(F)F)[nH]c(=O)n1-n1ccc2c(Cl)cccc21. (2) Given the product C[C@]12CC[C@H]3[C@@H](CC=C4C[C@@H](O)CC[C@@]43C)[C@@H]1CC[C@@H]2/C=C/CO, predict the reactants needed to synthesize it. The reactants are: COC(=O)/C=C/[C@H]1CC[C@H]2[C@@H]3CC=C4C[C@@H](O)CC[C@]4(C)[C@H]3CC[C@@]21C. (3) Given the product CCCS(=O)(=O)Nc1ccc(F)c(C(=O)Nc2cnc3c(c2)cc(C2=CCN(C)CC2)n3S(=O)(=O)c2ccccc2)c1F, predict the reactants needed to synthesize it. The reactants are: C=O.CCCS(=O)(=O)Nc1ccc(F)c(C(=O)Nc2cnc3c(c2)cc(C2=CCNCC2)n3S(=O)(=O)c2ccccc2)c1F. (4) Given the product CN(CC1CCN(Cc2ccc3c(c2)OCO3)C1)c1nc(-n2ccnc2)ns1, predict the reactants needed to synthesize it. The reactants are: CNCC1CCN(Cc2ccc3c(c2)OCO3)C1.Clc1nc(-n2ccnc2)ns1.